This data is from Forward reaction prediction with 1.9M reactions from USPTO patents (1976-2016). The task is: Predict the product of the given reaction. (1) Given the reactants [NH2:1][C:2]1[NH:6][N:5]=[C:4]([N:7]2[CH2:12][CH2:11]OCC2)[C:3]=1[C:13]#[N:14].[C:15]([OH:18])(=O)[CH3:16].[CH:19](N)=[NH:20], predict the reaction product. The product is: [O:18]1[CH2:15][CH2:16][N:7]([C:4]2[C:3]3[C:2](=[N:1][CH:19]=[N:20][C:13]=3[NH2:14])[NH:6][N:5]=2)[CH2:12][CH2:11]1. (2) Given the reactants [CH:1]([NH:4][C:5]([N:7]1[C:15]2[C:10](=[CH:11][C:12]([C:16]([F:19])([F:18])[F:17])=[CH:13][CH:14]=2)[C:9]([NH:20][CH2:21][C:22](=[O:28])[NH:23][CH:24]2[CH2:27][NH:26][CH2:25]2)=[N:8]1)=[O:6])([CH3:3])[CH3:2].[CH3:29][O:30][C:31]1[N:36]=[CH:35][C:34]([CH:37]2[CH2:42][CH2:41][C:40](=O)[CH2:39][CH2:38]2)=[CH:33][CH:32]=1, predict the reaction product. The product is: [CH:1]([NH:4][C:5]([N:7]1[C:15]2[C:10](=[CH:11][C:12]([C:16]([F:18])([F:19])[F:17])=[CH:13][CH:14]=2)[C:9]([NH:20][CH2:21][C:22](=[O:28])[NH:23][CH:24]2[CH2:25][N:26]([CH:40]3[CH2:41][CH2:42][CH:37]([C:34]4[CH:35]=[N:36][C:31]([O:30][CH3:29])=[CH:32][CH:33]=4)[CH2:38][CH2:39]3)[CH2:27]2)=[N:8]1)=[O:6])([CH3:3])[CH3:2]. (3) Given the reactants [OH:1][CH2:2][C:3]1[CH:10]=[CH:9][C:6]([C:7]#[N:8])=[CH:5][CH:4]=1.C(N(CC)C(C)C)(C)C.[CH2:20](Cl)[O:21][CH3:22].[NH4+].[OH-].O, predict the reaction product. The product is: [CH3:20][O:21][CH2:22][O:1][CH2:2][C:3]1[CH:10]=[CH:9][C:6]([C:7]#[N:8])=[CH:5][CH:4]=1.